From a dataset of Forward reaction prediction with 1.9M reactions from USPTO patents (1976-2016). Predict the product of the given reaction. Given the reactants N(C(C)=O)[C@H](C(N[C@H](C(N[C@@H](C(N[C@H](C(N[C@@H](C(N[C@H](C([NH:113][C@H:114]([C:127]([NH:129][C@H:130]([C:138]([O:140][CH3:141])=[O:139])[CH2:131][S:132][CH2:133][NH:134][C:135]([CH3:137])=[O:136])=[O:128])[CH2:115][C:116]1[C:124]2[C:119](=[CH:120][CH:121]=[CH:122][CH:123]=2)[N:118]([CH:125]=[O:126])[CH:117]=1)=O)CCCNC(=N)NS(C1C(C)=C2C(OC(C2)(C)C)=C(C)C=1C)(=O)=O)=O)CC1C=CC=CC=1)=O)CC1N=CN(C(C2C=CC=CC=2)(C2C=CC=CC=2)C2C=CC=CC=2)C=1)=O)C)=O)CSCNC(C)=O)=O)CCCNC(=N)NS(C1C(C)=C2C(OC(C2)(C)C)=C(C)C=1C)(=O)=O.N(C(C)=O)[C@H](C(N[C@H](C(N[C@@H](C(N[C@H](C(N[C@@H](C(N[C@H](C(NN)=O)CCCNC(=N)NS(C1C(C)=C2C(OC(C2)(C)C)=C(C)C=1C)(=O)=O)=O)CC1C=CC=CC=1)=O)CC1N=CN(C(C2C=CC=CC=2)(C2C=CC=CC=2)C2C=CC=CC=2)C=1)=O)C)=O)CSCNC(C)=O)=O)CCCNC(=N)NS(C1C(C)=C2C(OC(C2)(C)C)=C(C)C=1C)(=O)=O, predict the reaction product. The product is: [NH2:113][C@H:114]([C:127]([NH:129][C@H:130]([C:138]([O:140][CH3:141])=[O:139])[CH2:131][S:132][CH2:133][NH:134][C:135]([CH3:137])=[O:136])=[O:128])[CH2:115][C:116]1[C:124]2[C:119](=[CH:120][CH:121]=[CH:122][CH:123]=2)[N:118]([CH:125]=[O:126])[CH:117]=1.